From a dataset of Forward reaction prediction with 1.9M reactions from USPTO patents (1976-2016). Predict the product of the given reaction. (1) Given the reactants Br[C:2]1[CH:3]=[C:4]([C:14]([NH:16][CH2:17][C:18]2[C:19](=[O:26])[NH:20][C:21]([CH3:25])=[CH:22][C:23]=2[CH3:24])=[O:15])[C:5]2[CH:10]=[N:9][N:8]([CH:11]([CH3:13])[CH3:12])[C:6]=2[N:7]=1.[CH3:27][N:28]1[CH2:33][CH2:32][N:31]([C:34]2[CH:39]=[CH:38][C:37](B3OC(C)(C)C(C)(C)O3)=[CH:36][N:35]=2)[CH2:30][CH2:29]1.C([O-])([O-])=O.[Na+].[Na+].CCOC(C)=O, predict the reaction product. The product is: [CH3:24][C:23]1[CH:22]=[C:21]([CH3:25])[NH:20][C:19](=[O:26])[C:18]=1[CH2:17][NH:16][C:14]([C:4]1[C:5]2[CH:10]=[N:9][N:8]([CH:11]([CH3:13])[CH3:12])[C:6]=2[N:7]=[C:2]([C:37]2[CH:36]=[N:35][C:34]([N:31]3[CH2:30][CH2:29][N:28]([CH3:27])[CH2:33][CH2:32]3)=[CH:39][CH:38]=2)[CH:3]=1)=[O:15]. (2) Given the reactants [Cl:1][C:2]1[CH:7]=[CH:6][CH:5]=[CH:4][C:3]=1[CH:8]([C:20]1[CH:28]=[CH:27][C:23]([C:24]([OH:26])=O)=[C:22]([F:29])[CH:21]=1)[CH2:9][C:10]([C:12]1[CH:17]=[CH:16][C:15](=[O:18])[N:14]([CH3:19])[CH:13]=1)=[O:11].[CH:30]1([NH2:33])[CH2:32][CH2:31]1.CN([P+](ON1N=NC2C=CC=CC1=2)(N(C)C)N(C)C)C.F[P-](F)(F)(F)(F)F, predict the reaction product. The product is: [Cl:1][C:2]1[CH:7]=[CH:6][CH:5]=[CH:4][C:3]=1[CH:8]([C:20]1[CH:28]=[CH:27][C:23]([C:24]([NH:33][CH:30]2[CH2:32][CH2:31]2)=[O:26])=[C:22]([F:29])[CH:21]=1)[CH2:9][C:10]([C:12]1[CH:17]=[CH:16][C:15](=[O:18])[N:14]([CH3:19])[CH:13]=1)=[O:11]. (3) Given the reactants FC(F)(F)C(O)=O.[N:8]1([C:13]2[N:18]=[CH:17][C:16]([CH2:19][C:20]([O:22]C(C)(C)C)=[O:21])=[CH:15][N:14]=2)[CH:12]=[N:11][N:10]=[N:9]1, predict the reaction product. The product is: [N:8]1([C:13]2[N:14]=[CH:15][C:16]([CH2:19][C:20]([OH:22])=[O:21])=[CH:17][N:18]=2)[CH:12]=[N:11][N:10]=[N:9]1.